From a dataset of NCI-60 drug combinations with 297,098 pairs across 59 cell lines. Regression. Given two drug SMILES strings and cell line genomic features, predict the synergy score measuring deviation from expected non-interaction effect. (1) Drug 1: C1=CC(=CC=C1CCC2=CNC3=C2C(=O)NC(=N3)N)C(=O)NC(CCC(=O)O)C(=O)O. Drug 2: CS(=O)(=O)CCNCC1=CC=C(O1)C2=CC3=C(C=C2)N=CN=C3NC4=CC(=C(C=C4)OCC5=CC(=CC=C5)F)Cl. Cell line: HS 578T. Synergy scores: CSS=3.82, Synergy_ZIP=-4.21, Synergy_Bliss=-6.23, Synergy_Loewe=-16.0, Synergy_HSA=-9.66. (2) Drug 1: CNC(=O)C1=NC=CC(=C1)OC2=CC=C(C=C2)NC(=O)NC3=CC(=C(C=C3)Cl)C(F)(F)F. Drug 2: C1C(C(OC1N2C=NC3=C2NC=NCC3O)CO)O. Cell line: COLO 205. Synergy scores: CSS=15.9, Synergy_ZIP=-2.10, Synergy_Bliss=1.17, Synergy_Loewe=5.20, Synergy_HSA=0.773. (3) Drug 1: CNC(=O)C1=NC=CC(=C1)OC2=CC=C(C=C2)NC(=O)NC3=CC(=C(C=C3)Cl)C(F)(F)F. Drug 2: C1C(C(OC1N2C=NC(=NC2=O)N)CO)O. Cell line: OVCAR-5. Synergy scores: CSS=11.9, Synergy_ZIP=0.916, Synergy_Bliss=7.25, Synergy_Loewe=7.28, Synergy_HSA=6.88.